From a dataset of Reaction yield outcomes from USPTO patents with 853,638 reactions. Predict the reaction yield, written as a fraction of the theoretical maximum amount of product (1.0 means a 100% yield; for example, 0.34 means a 34% yield). (1) The reactants are [OH:1][C:2]1[C:7](=[O:8])[CH:6]=[CH:5][N:4]([CH3:9])[C:3]=1[CH:10](O)[C:11]([F:14])([F:13])[F:12].[CH2:16]([NH2:19])[CH:17]=[CH2:18]. No catalyst specified. The product is [OH:1][C:2]1[C:7](=[O:8])[CH:6]=[CH:5][N:4]([CH3:9])[C:3]=1[CH:10]([NH:19][CH2:16][CH:17]=[CH2:18])[C:11]([F:14])([F:13])[F:12]. The yield is 0.420. (2) The reactants are [F:1][C:2]1[C:3](F)=[C:4]2[O:9][CH2:8][C@H:7]([CH3:10])[N:6]3[CH:11]=[C:12]([C:17]([OH:19])=[O:18])[C:13](=[O:16])[C:14]([CH:15]=1)=[C:5]23.[CH3:21][N:22]1[CH2:27][CH2:26][NH:25][CH2:24][CH2:23]1.CC(O)C. The catalyst is CCCCCCC. The product is [CH3:10][C@@H:7]1[N:6]2[C:5]3[C:14]([C:13]([C:12]([C:17]([OH:19])=[O:18])=[CH:11]2)=[O:16])=[CH:15][C:2]([F:1])=[C:3]([N:25]2[CH2:26][CH2:27][N:22]([CH3:21])[CH2:23][CH2:24]2)[C:4]=3[O:9][CH2:8]1. The yield is 0.760. (3) The reactants are [C:1]([CH:5]([CH2:11][C:12]1[CH:17]=[CH:16][C:15]([O:18][CH3:19])=[CH:14][C:13]=1[CH2:20][NH:21][CH2:22][C:23]([F:26])([F:25])[F:24])[CH2:6][C:7]([O:9][CH3:10])=[O:8])(OC)=[O:2].C(N(CCC)CCC)CC. No catalyst specified. The product is [CH3:19][O:18][C:15]1[CH:16]=[CH:17][C:12]2[CH2:11][CH:5]([CH2:6][C:7]([O:9][CH3:10])=[O:8])[C:1](=[O:2])[N:21]([CH2:22][C:23]([F:26])([F:25])[F:24])[CH2:20][C:13]=2[CH:14]=1. The yield is 0.920. (4) The reactants are C([O:8][CH2:9][CH:10]1[CH2:15][O:14][CH:13]([CH2:16][O:17][C:18]2[CH:23]=[CH:22][CH:21]=[CH:20][CH:19]=2)[CH2:12][CH2:11]1)C1C=CC=CC=1.Cl.CO. The catalyst is C1COCC1.[OH-].[OH-].[Pd+2]. The product is [O:17]([CH2:16][CH:13]1[O:14][CH2:15][CH:10]([CH2:9][OH:8])[CH2:11][CH2:12]1)[C:18]1[CH:19]=[CH:20][CH:21]=[CH:22][CH:23]=1. The yield is 0.770.